From a dataset of Forward reaction prediction with 1.9M reactions from USPTO patents (1976-2016). Predict the product of the given reaction. Given the reactants [Cl:1][C:2]1[N:3]=[N:4][CH:5]=[C:6](Cl)[N:7]=1.Cl.[NH2:10][C:11]([CH3:21])([CH3:20])[C:12]([NH:14][CH2:15][C:16]([F:19])([F:18])[F:17])=[O:13].C(N(C(C)C)CC)(C)C.C(=O)(O)[O-].[Na+], predict the reaction product. The product is: [Cl:1][C:2]1[N:3]=[N:4][CH:5]=[C:6]([NH:10][C:11]([CH3:21])([CH3:20])[C:12]([NH:14][CH2:15][C:16]([F:17])([F:18])[F:19])=[O:13])[N:7]=1.